From a dataset of Forward reaction prediction with 1.9M reactions from USPTO patents (1976-2016). Predict the product of the given reaction. (1) Given the reactants [CH3:1][O:2][C:3](=[O:16])[C:4]1[CH:9]=[C:8]([NH:10][S:11]([CH3:14])(=[O:13])=[O:12])[CH:7]=[C:6]([Cl:15])[CH:5]=1.C(=O)([O-])[O-].[Cs+].[Cs+].[CH2:23](Br)[C:24]1[CH:29]=[CH:28][CH:27]=[CH:26][CH:25]=1, predict the reaction product. The product is: [CH3:1][O:2][C:3](=[O:16])[C:4]1[CH:5]=[C:6]([Cl:15])[CH:7]=[C:8]([N:10]([CH2:23][C:24]2[CH:29]=[CH:28][CH:27]=[CH:26][CH:25]=2)[S:11]([CH3:14])(=[O:13])=[O:12])[CH:9]=1. (2) Given the reactants [H-].[Na+].Cl[C:4]1[N:9]=[C:8](Cl)[CH:7]=[CH:6][N:5]=1.[CH3:11][O:12][C:13]1[CH:14]=[C:15]([CH2:21][CH2:22][OH:23])[CH:16]=[CH:17][C:18]=1[O:19][CH3:20].C(=O)([O-])[O-].[Na+].[Na+].[CH2:30]([O:32][C:33]([C:35]1[CH:36]=[C:37](B(O)O)[CH:38]=[CH:39][CH:40]=1)=[O:34])[CH3:31], predict the reaction product. The product is: [CH3:11][O:12][C:13]1[CH:14]=[C:15]([CH2:21][CH2:22][O:23][C:8]2[CH:7]=[CH:6][N:5]=[C:4]([C:39]3[CH:40]=[C:35]([CH:36]=[CH:37][CH:38]=3)[C:33]([O:32][CH2:30][CH3:31])=[O:34])[N:9]=2)[CH:16]=[CH:17][C:18]=1[O:19][CH3:20].[CH3:11][O:12][C:13]1[CH:14]=[C:15]([CH2:21][CH2:22][O:23][C:4]2[N:9]=[C:8]([C:39]3[CH:40]=[C:35]([CH:36]=[CH:37][CH:38]=3)[C:33]([O:32][CH2:30][CH3:31])=[O:34])[CH:7]=[CH:6][N:5]=2)[CH:16]=[CH:17][C:18]=1[O:19][CH3:20]. (3) Given the reactants Cl.Cl.[NH:3]1[CH2:7][CH2:6][C@H:5]([CH2:8][NH:9][CH2:10][C:11]([O:13][CH2:14][CH3:15])=[O:12])[CH2:4]1.C(N(CC)CC)C.Cl[C:24]1[N:32]2[C:28](=[N:29][C:30]3[CH:36]=[CH:35][CH:34]=[CH:33][C:31]=32)[C:27]([C:37]#[N:38])=[C:26]([CH3:39])[C:25]=1[C:40]1[CH:45]=[CH:44][CH:43]=[CH:42][CH:41]=1, predict the reaction product. The product is: [C:37]([C:27]1[C:28]2=[N:29][C:30]3[CH:36]=[CH:35][CH:34]=[CH:33][C:31]=3[N:32]2[C:24]([N:3]2[CH2:7][CH2:6][C@@H:5]([CH2:8][NH:9][CH2:10][C:11]([O:13][CH2:14][CH3:15])=[O:12])[CH2:4]2)=[C:25]([C:40]2[CH:45]=[CH:44][CH:43]=[CH:42][CH:41]=2)[C:26]=1[CH3:39])#[N:38]. (4) The product is: [CH3:10][O:11][CH2:2][CH2:3][CH2:4][CH2:5][CH2:6][CH2:7][CH2:8][OH:9]. Given the reactants Br[CH2:2][CH2:3][CH2:4][CH2:5][CH2:6][CH2:7][CH2:8][OH:9].[CH3:10][O-:11].[Na+], predict the reaction product.